This data is from Reaction yield outcomes from USPTO patents with 853,638 reactions. The task is: Predict the reaction yield, written as a fraction of the theoretical maximum amount of product (1.0 means a 100% yield; for example, 0.34 means a 34% yield). (1) The reactants are [Br:1][C:2]1[CH:3]=[C:4]([C@@:8]([NH:18][S@@:19]([C:21]([CH3:24])([CH3:23])[CH3:22])=[O:20])([CH2:11][C:12](=[O:17])[C:13]([F:16])([F:15])[F:14])[CH2:9][F:10])[CH:5]=[CH:6][CH:7]=1. The catalyst is CC(O)C. The product is [Br:1][C:2]1[CH:3]=[C:4]([C@@:8]([NH:18][S@@:19]([C:21]([CH3:24])([CH3:23])[CH3:22])=[O:20])([CH2:11][C@H:12]([OH:17])[C:13]([F:15])([F:14])[F:16])[CH2:9][F:10])[CH:5]=[CH:6][CH:7]=1. The yield is 0.850. (2) The reactants are COC1C=C(OC)C=CC=1C[N:6]([C:31]1[CH:36]=[CH:35][N:34]=[CH:33][N:32]=1)[S:7]([C:10]1[CH:15]=[CH:14][C:13]([O:16][C@H:17]2[CH2:23][CH2:22][CH2:21][CH2:20][CH2:19][C@@H:18]2[C:24]2[N:28]([CH3:29])[N:27]=[CH:26][CH:25]=2)=[CH:12][C:11]=1[F:30])(=[O:9])=[O:8].C([SiH](CC)CC)C.FC(F)(F)C(O)=O. The catalyst is ClCCl. The product is [F:30][C:11]1[CH:12]=[C:13]([O:16][C@H:17]2[CH2:23][CH2:22][CH2:21][CH2:20][CH2:19][C@@H:18]2[C:24]2[N:28]([CH3:29])[N:27]=[CH:26][CH:25]=2)[CH:14]=[CH:15][C:10]=1[S:7]([NH:6][C:31]1[CH:36]=[CH:35][N:34]=[CH:33][N:32]=1)(=[O:8])=[O:9]. The yield is 0.770.